Predict the reaction yield, written as a fraction of the theoretical maximum amount of product (1.0 means a 100% yield; for example, 0.34 means a 34% yield). From a dataset of Reaction yield outcomes from USPTO patents with 853,638 reactions. (1) The reactants are [CH2:1]([N:3]([CH2:16][CH3:17])[CH2:4][CH2:5][CH2:6][O:7][C:8]1[CH:13]=[CH:12][C:11]([NH2:14])=[CH:10][C:9]=1[F:15])[CH3:2].[F:18][C:19]1[CH:27]=[C:26]2[C:22]([C:23](=[CH:29]O)[C:24](=[O:28])[NH:25]2)=[CH:21][CH:20]=1. No catalyst specified. The product is [CH2:16]([N:3]([CH2:1][CH3:2])[CH2:4][CH2:5][CH2:6][O:7][C:8]1[CH:13]=[CH:12][C:11]([NH:14][CH:29]=[C:23]2[C:22]3[C:26](=[CH:27][C:19]([F:18])=[CH:20][CH:21]=3)[NH:25][C:24]2=[O:28])=[CH:10][C:9]=1[F:15])[CH3:17]. The yield is 0.320. (2) The reactants are Cl[C:2]1[CH:11]=[C:10]([Cl:12])[C:9]2[C:4](=[C:5]([CH3:15])[C:6]([O:13][CH3:14])=[CH:7][CH:8]=2)[N:3]=1.[CH2:16]([N:23]1[CH:27]=[C:26](B2OC(C)(C)C(C)(C)O2)[CH:25]=[N:24]1)[C:17]1[CH:22]=[CH:21][CH:20]=[CH:19][CH:18]=1.ClC1C2C(=C(C)C(OC)=CC=2)N=C(C2C=NN(CC)C=2)C=1. No catalyst specified. The product is [CH2:16]([N:23]1[CH:27]=[C:26]([C:2]2[CH:11]=[C:10]([Cl:12])[C:9]3[C:4](=[C:5]([CH3:15])[C:6]([O:13][CH3:14])=[CH:7][CH:8]=3)[N:3]=2)[CH:25]=[N:24]1)[C:17]1[CH:22]=[CH:21][CH:20]=[CH:19][CH:18]=1. The yield is 0.570. (3) The reactants are [H-].[Na+].[Cl:3][C:4]1[CH:5]=[CH:6][C:7]([CH3:17])=[C:8]([C:10]2[C:11]([C:15]#[N:16])=[CH:12][NH:13][CH:14]=2)[CH:9]=1.[Cl:18][C:19]1[CH:24]=[C:23](Cl)[N:22]=[CH:21][N:20]=1.[NH4+].[Cl-]. The catalyst is C1COCC1. The product is [Cl:3][C:4]1[CH:5]=[CH:6][C:7]([CH3:17])=[C:8]([C:10]2[C:11]([C:15]#[N:16])=[CH:12][N:13]([C:23]3[CH:24]=[C:19]([Cl:18])[N:20]=[CH:21][N:22]=3)[CH:14]=2)[CH:9]=1. The yield is 0.620. (4) The reactants are C(N([CH2:6][CH3:7])CC)C.C(C(CC)=[O:11])=C.[C:14]1([CH3:24])[CH:19]=[CH:18][C:17](S([O-])(=O)=O)=[CH:16][CH:15]=1.[NH+]1C=[CH:29][CH:28]=[CH:27][CH:26]=1.N[C@H:32]([C:40]([OH:42])=O)[CH2:33][C:34]1[CH:39]=[CH:38][CH:37]=[CH:36][CH:35]=1.Cl.C([O:47][CH2:48][CH3:49])(=O)C. The catalyst is C(#N)C. The product is [CH2:24]([O:47][C:48]1[CH:49]=[C:26]([C@@:34]23[C:35](=[O:11])[CH2:36][CH2:37][CH2:38][C:39]2=[C:6]([CH3:7])[C:40](=[O:42])[CH2:32][CH2:33]3)[CH:27]=[CH:28][CH:29]=1)[C:14]1[CH:19]=[CH:18][CH:17]=[CH:16][CH:15]=1. The yield is 0.410. (5) The reactants are O=[C:2]([CH3:11])[CH2:3][CH:4]1[CH2:9][CH2:8][CH2:7][CH2:6][C:5]1=O.Cl.[NH2:13][CH2:14][C:15]([O:17][CH2:18][CH3:19])=[O:16].C(=O)(O)[O-].[Na+]. The catalyst is ClCCl. The product is [CH3:11][C:2]1[N:13]([CH2:14][C:15]([O:17][CH2:18][CH3:19])=[O:16])[C:5]2[CH2:6][CH2:7][CH2:8][CH2:9][C:4]=2[CH:3]=1. The yield is 0.705.